Dataset: Peptide-MHC class II binding affinity with 134,281 pairs from IEDB. Task: Regression. Given a peptide amino acid sequence and an MHC pseudo amino acid sequence, predict their binding affinity value. This is MHC class II binding data. (1) The peptide sequence is IWDYKREAPAHVSTI. The MHC is DRB1_0401 with pseudo-sequence DRB1_0401. The binding affinity (normalized) is 0. (2) The peptide sequence is DDVLAILPIEDLKAL. The MHC is DRB1_0701 with pseudo-sequence DRB1_0701. The binding affinity (normalized) is 0.600. (3) The peptide sequence is TKQQVFIQSEDPPVL. The MHC is DRB1_0101 with pseudo-sequence DRB1_0101. The binding affinity (normalized) is 0.393. (4) The peptide sequence is VGADEDDIKATYDKG. The MHC is DRB1_0404 with pseudo-sequence DRB1_0404. The binding affinity (normalized) is 0.0221. (5) The peptide sequence is SYKICTDKMFFVKNP. The MHC is HLA-DQA10201-DQB10303 with pseudo-sequence HLA-DQA10201-DQB10303. The binding affinity (normalized) is 0.397. (6) The peptide sequence is GWIISNIFGAIPVLA. The MHC is HLA-DQA10301-DQB10302 with pseudo-sequence HLA-DQA10301-DQB10302. The binding affinity (normalized) is 0.374. (7) The peptide sequence is IYHKCDNACIGSIRN. The MHC is DRB1_1302 with pseudo-sequence DRB1_1302. The binding affinity (normalized) is 0.298. (8) The peptide sequence is DYINTSLTSINVQASALF. The MHC is DRB4_0101 with pseudo-sequence DRB4_0103. The binding affinity (normalized) is 0.340. (9) The binding affinity (normalized) is 0.408. The MHC is HLA-DQA10301-DQB10302 with pseudo-sequence HLA-DQA10301-DQB10302. The peptide sequence is PAPMLAAAAGWQTLS.